From a dataset of Forward reaction prediction with 1.9M reactions from USPTO patents (1976-2016). Predict the product of the given reaction. (1) The product is: [CH2:2]([O:9][C:10](=[O:26])[NH:11][CH2:12][CH2:13][CH2:14][CH2:15][C@H:16]([NH:25][C:32]([CH:27]1[CH2:31][CH2:30][CH2:29][CH2:28]1)=[O:33])[C:17](=[O:24])[C:18]1[CH:23]=[CH:22][CH:21]=[CH:20][N:19]=1)[C:3]1[CH:4]=[CH:5][CH:6]=[CH:7][CH:8]=1. Given the reactants Cl.[CH2:2]([O:9][C:10](=[O:26])[NH:11][CH2:12][CH2:13][CH2:14][CH2:15][C@H:16]([NH2:25])[C:17](=[O:24])[C:18]1[CH:23]=[CH:22][CH:21]=[CH:20][N:19]=1)[C:3]1[CH:8]=[CH:7][CH:6]=[CH:5][CH:4]=1.[CH:27]1([C:32](Cl)=[O:33])[CH2:31][CH2:30][CH2:29][CH2:28]1, predict the reaction product. (2) Given the reactants [CH3:1][N:2]([CH3:25])[CH2:3][CH2:4][NH:5][C:6]1[N:11]=[C:10]2[N:12]([Si](C(C)C)(C(C)C)C(C)C)[CH:13]=[CH:14][C:9]2=[CH:8][CH:7]=1.[CH3:26][N:27](C=O)C.ClS(N=C=O)(=O)=O.[Na+].[Cl-], predict the reaction product. The product is: [CH3:25][N:2]([CH3:1])[CH2:3][CH2:4][NH:5][C:6]1[N:11]=[C:10]2[NH:12][CH:13]=[C:14]([C:26]#[N:27])[C:9]2=[CH:8][CH:7]=1. (3) Given the reactants [CH2:1]([O:8][C:9]([N:11]1[CH2:16][CH2:15][CH:14]([CH2:17][NH2:18])[CH2:13][CH2:12]1)=[O:10])[C:2]1[CH:7]=[CH:6][CH:5]=[CH:4][CH:3]=1.C(N(CC)C(C)C)(C)C.Cl[C:29]1[N:34]=[C:33]([Cl:35])[N:32]=[C:31]([Cl:36])[C:30]=1[Cl:37], predict the reaction product. The product is: [CH2:1]([O:8][C:9]([N:11]1[CH2:16][CH2:15][CH:14]([CH2:17][NH:18][C:29]2[C:30]([Cl:37])=[C:31]([Cl:36])[N:32]=[C:33]([Cl:35])[N:34]=2)[CH2:13][CH2:12]1)=[O:10])[C:2]1[CH:7]=[CH:6][CH:5]=[CH:4][CH:3]=1. (4) Given the reactants [CH3:1][O:2][C:3]([C:5]1[CH:10]=[C:9]([CH2:11]Br)[N:8]2[N:13]=[CH:14][CH:15]=[C:7]2[N:6]=1)=[O:4].[C:16]([O:20][C:21]([C:23]1[C:24]([CH3:33])=[C:25]2[C:29](=[CH:30][CH:31]=1)[CH:28]([NH2:32])[CH2:27][CH2:26]2)=[O:22])([CH3:19])([CH3:18])[CH3:17].C(N(CC)CC)C, predict the reaction product. The product is: [CH3:1][O:2][C:3]([C:5]1[CH:10]=[C:9]([CH2:11][NH:32][CH:28]2[C:29]3[C:25](=[C:24]([CH3:33])[C:23]([C:21]([O:20][C:16]([CH3:18])([CH3:17])[CH3:19])=[O:22])=[CH:31][CH:30]=3)[CH2:26][CH2:27]2)[N:8]2[N:13]=[CH:14][CH:15]=[C:7]2[N:6]=1)=[O:4]. (5) Given the reactants [Cl:1][C:2]1[N:7]=[CH:6][C:5]([CH2:8][N:9]2[C:14]3[N:15]=[CH:16][CH:17]=[CH:18][C:13]=3[C:12](=O)[C:11]([C:20]([O:22][CH2:23][CH3:24])=[O:21])=[N:10]2)=[CH:4][CH:3]=1.O1CCOCC1.COC1C=CC(P2(SP(C3C=CC(OC)=CC=3)(=S)S2)=[S:40])=CC=1, predict the reaction product. The product is: [Cl:1][C:2]1[N:7]=[CH:6][C:5]([CH2:8][N:9]2[C:14]3[N:15]=[CH:16][CH:17]=[CH:18][C:13]=3[C:12](=[S:40])[C:11]([C:20]([O:22][CH2:23][CH3:24])=[O:21])=[N:10]2)=[CH:4][CH:3]=1. (6) Given the reactants [Br:1][C:2]1[CH:3]=[C:4]([C:8]([CH3:14])([CH3:13])[C:9]([O:11]C)=[O:10])[CH:5]=[N:6][CH:7]=1.C[Si](C)(C)[O-].[K+:20], predict the reaction product. The product is: [Br:1][C:2]1[CH:3]=[C:4]([C:8]([CH3:14])([CH3:13])[C:9]([O-:11])=[O:10])[CH:5]=[N:6][CH:7]=1.[K+:20]. (7) Given the reactants [Br:1][C:2]1[CH:3]=[CH:4][C:5]([CH3:12])=[C:6]([S:8]([NH2:11])(=[O:10])=[O:9])[CH:7]=1.[O-:13][Mn](=O)(=O)=O.[K+].[OH-:19].[Na+], predict the reaction product. The product is: [Br:1][C:2]1[CH:3]=[CH:4][C:5]([C:12]([OH:13])=[O:19])=[C:6]([S:8](=[O:9])(=[O:10])[NH2:11])[CH:7]=1. (8) Given the reactants Br[C:2]1[C:3]([NH:12][C@H:13]2[CH2:17][CH2:16][CH2:15][C@@H:14]2[NH:18][C:19](=[O:25])[O:20][C:21]([CH3:24])([CH3:23])[CH3:22])=[N:4][CH:5]=[C:6]([C:8]([F:11])([F:10])[F:9])[N:7]=1.[CH:26](B1OC(C)(C)C(C)(C)O1)=[CH2:27].C(=O)([O-])[O-].[K+].[K+], predict the reaction product. The product is: [CH:26]([C:2]1[C:3]([NH:12][C@H:13]2[CH2:17][CH2:16][CH2:15][C@@H:14]2[NH:18][C:19](=[O:25])[O:20][C:21]([CH3:24])([CH3:23])[CH3:22])=[N:4][CH:5]=[C:6]([C:8]([F:11])([F:10])[F:9])[N:7]=1)=[CH2:27]. (9) Given the reactants IC.[OH:3][C:4]1[CH:5]=[C:6]2[C:11](=[CH:12][CH:13]=1)[CH:10]([C:14]([O:16][CH2:17][CH3:18])=[O:15])[N:9]([C:19]([O:21][C:22]([CH3:25])([CH3:24])[CH3:23])=[O:20])[CH2:8][CH2:7]2.[C:26](=O)([O-])[O-].[Cs+].[Cs+].O, predict the reaction product. The product is: [CH3:26][O:3][C:4]1[CH:5]=[C:6]2[C:11](=[CH:12][CH:13]=1)[CH:10]([C:14]([O:16][CH2:17][CH3:18])=[O:15])[N:9]([C:19]([O:21][C:22]([CH3:24])([CH3:23])[CH3:25])=[O:20])[CH2:8][CH2:7]2. (10) Given the reactants [N+:1]([C:4]1[CH:11]=[C:8]([C:9]#[N:10])[C:7]([NH2:12])=[CH:6][CH:5]=1)([O-:3])=[O:2].CO[CH:15](OC)[N:16]([CH3:18])[CH3:17], predict the reaction product. The product is: [C:9]([C:8]1[CH:11]=[C:4]([N+:1]([O-:3])=[O:2])[CH:5]=[CH:6][C:7]=1/[N:12]=[CH:15]/[N:16]([CH3:18])[CH3:17])#[N:10].